This data is from Forward reaction prediction with 1.9M reactions from USPTO patents (1976-2016). The task is: Predict the product of the given reaction. (1) Given the reactants [Cl:1][C:2]([O:5][C:6](=[O:12])OC(Cl)(Cl)Cl)(Cl)Cl.[N:13]1[CH:18]=C[CH:16]=[CH:15][CH:14]=1.O1CCC[CH2:20]1, predict the reaction product. The product is: [ClH:1].[C:6]([O:5][CH2:2][CH2:16][CH2:15][CH2:14][NH:13][CH3:18])(=[O:12])[CH3:20]. (2) Given the reactants [NH2:1][C:2]1[C:11]([NH2:12])=[CH:10][CH:9]=[CH:8][C:3]=1[C:4]([O:6][CH3:7])=[O:5].[C:13](O)(=[O:20])[C:14]1[CH:19]=[CH:18][CH:17]=[CH:16][CH:15]=1.C1(N=C=NC2CCCCC2)CCCCC1, predict the reaction product. The product is: [NH2:12][C:11]1[C:2]([NH:1][C:13](=[O:20])[C:14]2[CH:19]=[CH:18][CH:17]=[CH:16][CH:15]=2)=[C:3]([CH:8]=[CH:9][CH:10]=1)[C:4]([O:6][CH3:7])=[O:5]. (3) Given the reactants [CH3:1][NH:2][C:3]1[N:8]=[CH:7][N:6]=[C:5]([NH:9][C:10](=[O:16])[O:11][C:12]([CH3:15])([CH3:14])[CH3:13])[CH:4]=1.[CH3:17][C:18]1[CH:23]=[CH:22][C:21]([N+:24]([O-:26])=[O:25])=[CH:20][C:19]=1[N:27]=[C:28]=[O:29].CO, predict the reaction product. The product is: [CH3:17][C:18]1[CH:23]=[CH:22][C:21]([N+:24]([O-:26])=[O:25])=[CH:20][C:19]=1[NH:27][C:28](=[O:29])[N:2]([C:3]1[N:8]=[CH:7][N:6]=[C:5]([NH:9][C:10](=[O:16])[O:11][C:12]([CH3:14])([CH3:13])[CH3:15])[CH:4]=1)[CH3:1].